This data is from Reaction yield outcomes from USPTO patents with 853,638 reactions. The task is: Predict the reaction yield, written as a fraction of the theoretical maximum amount of product (1.0 means a 100% yield; for example, 0.34 means a 34% yield). (1) The reactants are [Cl:1][C:2]1[C:3]([C:8]([OH:10])=O)=[N:4][N:5]([CH3:7])[CH:6]=1.O1CCCC1.C(Cl)(=O)C(Cl)=O.[NH2:22][C:23]1[CH:24]=[C:25]([CH:42]=[CH:43][CH:44]=1)[O:26][C:27]1[CH:28]=[CH:29][C:30]2[N:31]([N:33]=[C:34]([NH:36][C:37]([CH:39]3[CH2:41][CH2:40]3)=[O:38])[N:35]=2)[CH:32]=1. The catalyst is CN(C)C=O.CN(C)C(=O)C. The product is [Cl:1][C:2]1[C:3]([C:8]([NH:22][C:23]2[CH:44]=[CH:43][CH:42]=[C:25]([O:26][C:27]3[CH:28]=[CH:29][C:30]4[N:31]([N:33]=[C:34]([NH:36][C:37]([CH:39]5[CH2:40][CH2:41]5)=[O:38])[N:35]=4)[CH:32]=3)[CH:24]=2)=[O:10])=[N:4][N:5]([CH3:7])[CH:6]=1. The yield is 0.450. (2) The reactants are [C:1]([NH:11][NH2:12])(=[O:10])[C:2]1[CH:7]=[CH:6][CH:5]=[C:4]([O:8][CH3:9])[CH:3]=1.[O:13]1[CH:17]=[CH:16][C:15]([C:18](Cl)=[O:19])=[CH:14]1. The catalyst is N1C=CC=CC=1. The product is [O:13]1[CH:17]=[CH:16][C:15]([C:18]([C:3]2[C:4]([O:8][CH3:9])=[CH:5][CH:6]=[CH:7][C:2]=2[C:1]([NH:11][NH2:12])=[O:10])=[O:19])=[CH:14]1. The yield is 0.803. (3) The reactants are Cl[C:2]1[N:7]=[C:6]([Cl:8])[N:5]=[C:4]([NH:9][CH2:10][C:11]#[CH:12])[N:3]=1.[CH2:13]([NH2:15])[CH3:14].C1COCC1.CNC1N=C(NCCC)N=C(NCC#C)N=1. No catalyst specified. The product is [Cl:8][C:6]1[N:7]=[C:2]([NH:15][CH2:13][CH3:14])[N:3]=[C:4]([NH:9][CH2:10][C:11]#[CH:12])[N:5]=1. The yield is 0.890.